From a dataset of Full USPTO retrosynthesis dataset with 1.9M reactions from patents (1976-2016). Predict the reactants needed to synthesize the given product. (1) The reactants are: [CH2:1]([NH:3][C:4](=[O:34])[NH:5][C:6]1[CH:11]=[CH:10][C:9]([C:12]2[N:13]=[C:14]([N:28]3[CH2:33][CH2:32][O:31][CH2:30][CH2:29]3)[C:15]3[CH2:20][N:19](C(OC(C)(C)C)=O)[CH2:18][C:16]=3[N:17]=2)=[CH:8][CH:7]=1)[CH3:2].C(O)(C(F)(F)F)=O.C(O)(C)C.C(=O)([O-])[O-]. Given the product [CH2:1]([NH:3][C:4]([NH:5][C:6]1[CH:11]=[CH:10][C:9]([C:12]2[N:13]=[C:14]([N:28]3[CH2:29][CH2:30][O:31][CH2:32][CH2:33]3)[C:15]3[CH2:20][NH:19][CH2:18][C:16]=3[N:17]=2)=[CH:8][CH:7]=1)=[O:34])[CH3:2], predict the reactants needed to synthesize it. (2) Given the product [F:1][C:16]1[CH:15]=[CH:14][S:13][C:12]=1[C:10]([O:9][CH3:8])=[O:11], predict the reactants needed to synthesize it. The reactants are: [F:1][P-](F)(F)(F)(F)F.[CH3:8][O:9][C:10]([C:12]1[S:13][CH:14]=[CH:15][C:16]=1[N+]#N)=[O:11].N#N. (3) The reactants are: [C:1]1([C:7]2[NH:11][N:10]=[C:9]([C:12]([F:15])([F:14])[F:13])[C:8]=2[NH:16][C:17](=O)[C:18]2[CH:23]=[CH:22][CH:21]=[CH:20][CH:19]=2)[CH:6]=[CH:5][CH:4]=[CH:3][CH:2]=1.P(Cl)(Cl)(Cl)=O. Given the product [C:18]1([C:17]2[C:2]3[CH:3]=[CH:4][CH:5]=[CH:6][C:1]=3[C:7]3[NH:11][N:10]=[C:9]([C:12]([F:15])([F:14])[F:13])[C:8]=3[N:16]=2)[CH:23]=[CH:22][CH:21]=[CH:20][CH:19]=1, predict the reactants needed to synthesize it. (4) Given the product [CH3:15][C:13]1[N:14]=[C:10]([C:7]2[CH:8]=[CH:9][C:4]([C:3]([OH:17])=[O:2])=[CH:5][CH:6]=2)[O:11][C:12]=1[CH3:16], predict the reactants needed to synthesize it. The reactants are: C[O:2][C:3](=[O:17])[C:4]1[CH:9]=[CH:8][C:7]([C:10]2[O:11][C:12]([CH3:16])=[C:13]([CH3:15])[N:14]=2)=[CH:6][CH:5]=1.[OH-].[Na+]. (5) Given the product [F:13][C:10]1[CH:11]=[CH:12][C:7]([C:6]2[N:5]([CH:14]([CH3:16])[CH3:15])[N:4]=[C:3]([CH3:17])[C:2]=2[C:26]2[CH:27]=[CH:28][C:29]3[O:34][CH2:33][C:32](=[O:35])[NH:31][C:30]=3[CH:36]=2)=[CH:8][CH:9]=1, predict the reactants needed to synthesize it. The reactants are: Br[C:2]1[C:3]([CH3:17])=[N:4][N:5]([CH:14]([CH3:16])[CH3:15])[C:6]=1[C:7]1[CH:12]=[CH:11][C:10]([F:13])=[CH:9][CH:8]=1.CC1(C)C(C)(C)OB([C:26]2[CH:27]=[CH:28][C:29]3[O:34][CH2:33][C:32](=[O:35])[NH:31][C:30]=3[CH:36]=2)O1.C(=O)([O-])[O-].[Cs+].[Cs+].